Dataset: Forward reaction prediction with 1.9M reactions from USPTO patents (1976-2016). Task: Predict the product of the given reaction. (1) Given the reactants [CH2:1]([O:3][C:4]([N:6]=[C:7]=[S:8])=[O:5])[CH3:2].[NH2:9][C:10]1[CH:15]=[CH:14][C:13]([Cl:16])=[CH:12][N:11]=1.C(OCC)(=O)C, predict the reaction product. The product is: [Cl:16][C:13]1[CH:14]=[CH:15][C:10]([NH:9][C:7]([NH:6][C:4](=[O:5])[O:3][CH2:1][CH3:2])=[S:8])=[N:11][CH:12]=1. (2) Given the reactants [H-].[Na+].[CH2:3]([N:5]1[C:14]2[CH:13]=[CH:12][C:11]([CH3:15])=[CH:10][C:9]=2[C:8](=[O:16])[C:7]2[N:17]([CH3:20])[N:18]=[CH:19][C:6]1=2)[CH3:4].ICC[CH2:24][CH2:25][CH2:26][I:27].[CH3:28]N(C)C=O, predict the reaction product. The product is: [I:27][C:26]1[CH:25]=[CH:24][CH:4]=[C:3]([N:5]2[C:14]3[CH:13]=[CH:12][C:11]([CH3:15])=[CH:10][C:9]=3[C:8](=[O:16])[C:7]3[N:17]([CH3:20])[N:18]=[CH:19][C:6]2=3)[CH:28]=1. (3) Given the reactants [OH:1][C:2]1[CH:3]=[N:4][CH:5]=[CH:6][CH:7]=1.[CH2:8]=[O:9].C[C:11]([OH:13])=O, predict the reaction product. The product is: [OH:1][C:2]1[C:3]([CH2:11][OH:13])=[N:4][C:5]([CH2:8][OH:9])=[CH:6][CH:7]=1. (4) Given the reactants [C:1]([C:3]1[CH:10]=[CH:9][C:6]([CH2:7][OH:8])=[CH:5][CH:4]=1)#[N:2].[N:11]([C:14]1[CH:23]=[CH:22][CH:21]=[C:20]2[C:15]=1[CH:16]=[CH:17][N:18]=[CH:19]2)=[C:12]=[O:13], predict the reaction product. The product is: [CH:19]1[C:20]2[C:15](=[C:14]([NH:11][C:12](=[O:13])[O:8][CH2:7][C:6]3[CH:9]=[CH:10][C:3]([C:1]#[N:2])=[CH:4][CH:5]=3)[CH:23]=[CH:22][CH:21]=2)[CH:16]=[CH:17][N:18]=1. (5) The product is: [CH2:4]([C:3]1([CH2:7][CH:8]=[CH2:9])[CH2:10][O:11][C:20]([CH3:22])([CH3:19])[O:1][CH2:2]1)[CH:5]=[CH2:6]. Given the reactants [OH:1][CH2:2][C:3]([CH2:10][OH:11])([CH2:7][CH:8]=[CH2:9])[CH2:4][CH:5]=[CH2:6].C(OC)(OC)OC.[CH3:19][C:20]([CH3:22])=O, predict the reaction product. (6) Given the reactants C([O:3][C:4]([C:6]1[N:7]([CH2:22][CH3:23])[C:8]([C:12]2[C:21]3[C:16](=[CH:17][CH:18]=[CH:19][CH:20]=3)[CH:15]=[CH:14][CH:13]=2)=[N:9][C:10]=1[Cl:11])=[O:5])C.[OH-].[Li+], predict the reaction product. The product is: [Cl:11][C:10]1[N:9]=[C:8]([C:12]2[C:21]3[C:16](=[CH:17][CH:18]=[CH:19][CH:20]=3)[CH:15]=[CH:14][CH:13]=2)[N:7]([CH2:22][CH3:23])[C:6]=1[C:4]([OH:5])=[O:3].